From a dataset of Reaction yield outcomes from USPTO patents with 853,638 reactions. Predict the reaction yield, written as a fraction of the theoretical maximum amount of product (1.0 means a 100% yield; for example, 0.34 means a 34% yield). (1) The reactants are CC1C=C2C(N=CC=C2)=C2C=1C=CC=N2.C([O-])([O-])=O.[Cs+].[Cs+].I[C:23]1[CH:24]=[C:25]([O:29][CH3:30])[CH:26]=[CH:27][CH:28]=1.[C:31]1([C@H:37]([OH:39])[CH3:38])[CH:36]=[CH:35][CH:34]=[CH:33][CH:32]=1. The catalyst is [Cu]I.C1(C)C=CC=CC=1. The product is [C:31]1([C@H:37]([O:39][C:23]2[CH:24]=[C:25]([O:29][CH3:30])[CH:26]=[CH:27][CH:28]=2)[CH3:38])[CH:36]=[CH:35][CH:34]=[CH:33][CH:32]=1. The yield is 0.760. (2) The reactants are Cl[CH2:2][CH2:3][S:4]([N:7]1[CH2:12][CH2:11][CH:10]([C:13]2[C:21]3[C:16](=[C:17]([C:28]([NH2:30])=[O:29])[CH:18]=[C:19]([C:22]4[CH:27]=[CH:26][CH:25]=[CH:24][CH:23]=4)[CH:20]=3)[NH:15][CH:14]=2)[CH2:9][CH2:8]1)(=[O:6])=[O:5].[CH3:31][NH:32][CH3:33].C([O-])([O-])=O.[K+].[K+].[Na+].[I-]. The catalyst is CC#N. The product is [CH3:31][N:32]([CH3:33])[CH2:2][CH2:3][S:4]([N:7]1[CH2:12][CH2:11][CH:10]([C:13]2[C:21]3[C:16](=[C:17]([C:28]([NH2:30])=[O:29])[CH:18]=[C:19]([C:22]4[CH:27]=[CH:26][CH:25]=[CH:24][CH:23]=4)[CH:20]=3)[NH:15][CH:14]=2)[CH2:9][CH2:8]1)(=[O:6])=[O:5]. The yield is 0.480.